Dataset: Full USPTO retrosynthesis dataset with 1.9M reactions from patents (1976-2016). Task: Predict the reactants needed to synthesize the given product. (1) Given the product [CH3:1][N:2]1[C:10]2[C:5](=[C:6]([C:11]3[CH:16]=[CH:15][C:14]([O:17][CH2:32][C:33]#[N:34])=[CH:13][CH:12]=3)[CH:7]=[CH:8][CH:9]=2)[C:4]([CH3:18])=[C:3]1[C:19]1[CH:24]=[CH:23][CH:22]=[CH:21][CH:20]=1, predict the reactants needed to synthesize it. The reactants are: [CH3:1][N:2]1[C:10]2[C:5](=[C:6]([C:11]3[CH:16]=[CH:15][C:14]([OH:17])=[CH:13][CH:12]=3)[CH:7]=[CH:8][CH:9]=2)[C:4]([CH3:18])=[C:3]1[C:19]1[CH:24]=[CH:23][CH:22]=[CH:21][CH:20]=1.C([O-])([O-])=O.[K+].[K+].Br[CH2:32][C:33]#[N:34]. (2) Given the product [CH:1]1([CH2:7][O:8][CH2:12][C:13]2[CH:14]=[C:15]([CH:16]=[CH:17][CH:18]=2)[C:19]#[N:20])[CH2:6][CH2:5][CH2:4][CH2:3][CH2:2]1, predict the reactants needed to synthesize it. The reactants are: [CH:1]1([CH2:7][OH:8])[CH2:6][CH2:5][CH2:4][CH2:3][CH2:2]1.[H-].[Na+].Br[CH2:12][C:13]1[CH:18]=[CH:17][CH:16]=[C:15]([C:19]#[N:20])[CH:14]=1.O.